This data is from Catalyst prediction with 721,799 reactions and 888 catalyst types from USPTO. The task is: Predict which catalyst facilitates the given reaction. Reactant: C([O:3][C:4](=O)[CH2:5][O:6][C:7]1[CH:12]=[CH:11][C:10]([C:13](=[C:21]2[CH2:27][CH2:26][CH2:25][CH2:24][CH2:23][CH2:22]2)[C:14]2[CH:19]=[CH:18][C:17]([OH:20])=[CH:16][CH:15]=2)=[CH:9][CH:8]=1)C.[H-].[H-].[H-].[H-].[Li+].[Al+3]. Product: [C:21]1(=[C:13]([C:10]2[CH:11]=[CH:12][C:7]([O:6][CH2:5][CH2:4][OH:3])=[CH:8][CH:9]=2)[C:14]2[CH:19]=[CH:18][C:17]([OH:20])=[CH:16][CH:15]=2)[CH2:22][CH2:23][CH2:24][CH2:25][CH2:26][CH2:27]1. The catalyst class is: 1.